The task is: Predict the reaction yield, written as a fraction of the theoretical maximum amount of product (1.0 means a 100% yield; for example, 0.34 means a 34% yield).. This data is from Reaction yield outcomes from USPTO patents with 853,638 reactions. (1) The reactants are [Cl:1][C:2]1[CH:7]=[CH:6][C:5]([C:8]2[C:14]3[CH:15]=[C:16]([O:19][CH3:20])[CH:17]=[CH:18][C:13]=3[N:12]3[C:21]([CH3:24])=[N:22][N:23]=[C:11]3[C@H:10]([CH2:25][C:26]([OH:28])=[O:27])[N:9]=2)=[CH:4][CH:3]=1.[CH3:29][N:30]([CH3:34])[CH2:31][CH2:32][NH2:33].CCOC(C(C#N)=NOC(N1CCOCC1)=[N+](C)C)=O.F[P-](F)(F)(F)(F)F.CCN(C(C)C)C(C)C. The catalyst is CN(C=O)C.CO. The product is [CH:26]([OH:28])=[O:27].[Cl:1][C:2]1[CH:7]=[CH:6][C:5]([C:8]2[C:14]3[CH:15]=[C:16]([O:19][CH3:20])[CH:17]=[CH:18][C:13]=3[N:12]3[C:21]([CH3:24])=[N:22][N:23]=[C:11]3[C@H:10]([CH2:25][C:26]([NH:33][CH2:32][CH2:31][N:30]([CH3:34])[CH3:29])=[O:27])[N:9]=2)=[CH:4][CH:3]=1. The yield is 0.354. (2) The reactants are [C:1]1([CH:7]([C:34]2[CH:39]=[CH:38][CH:37]=[CH:36][CH:35]=2)[C@H:8]([C@@H:10]2[CH2:14][CH2:13][CH2:12][N:11]2C(C2C=CC=CC=2)(C2C=CC=CC=2)C2C=CC=CC=2)[OH:9])[CH:6]=[CH:5][CH:4]=[CH:3][CH:2]=1.[OH-].[Na+]. The catalyst is C(Cl)Cl. The product is [C:1]1([CH:7]([C:34]2[CH:39]=[CH:38][CH:37]=[CH:36][CH:35]=2)[C@H:8]([C@@H:10]2[CH2:14][CH2:13][CH2:12][NH:11]2)[OH:9])[CH:2]=[CH:3][CH:4]=[CH:5][CH:6]=1. The yield is 0.930. (3) The catalyst is C(OCC)(=O)C.O. The reactants are CC1(C)C(C)(C)OB([C:9]2[CH:14]=[CH:13][C:12]([C:15]3[NH:19][C:18]([C@@H:20]4[CH2:24][CH2:23][CH2:22][N:21]4[C:25]([O:27][C:28]([CH3:31])([CH3:30])[CH3:29])=[O:26])=[N:17][CH:16]=3)=[CH:11][CH:10]=2)O1.Cl[C:34]1[N:39]=[CH:38][C:37]([C:40]2[N:44]([CH2:45][O:46][CH2:47][CH2:48][Si:49]([CH3:52])([CH3:51])[CH3:50])[C:43]([C@@H:53]3[CH2:57][CH2:56][CH2:55][N:54]3[C:58]([O:60][C:61]([CH3:64])([CH3:63])[CH3:62])=[O:59])=[N:42][CH:41]=2)=[CH:36][N:35]=1.C([O-])(O)=O.[Na+].COCCOC. The product is [C:61]([O:60][C:58]([N:54]1[CH2:55][CH2:56][CH2:57][C@H:53]1[C:43]1[N:44]([CH2:45][O:46][CH2:47][CH2:48][Si:49]([CH3:52])([CH3:51])[CH3:50])[C:40]([C:37]2[CH:36]=[N:35][C:34]([C:9]3[CH:10]=[CH:11][C:12]([C:15]4[NH:19][C:18]([C@@H:20]5[CH2:24][CH2:23][CH2:22][N:21]5[C:25]([O:27][C:28]([CH3:31])([CH3:30])[CH3:29])=[O:26])=[N:17][CH:16]=4)=[CH:13][CH:14]=3)=[N:39][CH:38]=2)=[CH:41][N:42]=1)=[O:59])([CH3:64])([CH3:63])[CH3:62]. The yield is 0.980. (4) The reactants are [C:1]([O:5][C:6](=[O:20])[C:7]1[CH:12]=[CH:11][CH:10]=[C:9]([C:13]2[C:18]([CH3:19])=[CH:17][CH:16]=[CH:15][N:14]=2)[CH:8]=1)([CH3:4])([CH3:3])[CH3:2].NC(N)=[O:23].OO.C1(=O)OC(=O)C2=CC=CC=C12.[O-]S([O-])=O.[Na+].[Na+].C([O-])([O-])=O.[Na+].[Na+]. The catalyst is CCOC(C)=O.O. The product is [C:1]([O:5][C:6]([C:7]1[CH:8]=[C:9]([C:13]2[C:18]([CH3:19])=[CH:17][CH:16]=[CH:15][N+:14]=2[O-:23])[CH:10]=[CH:11][CH:12]=1)=[O:20])([CH3:4])([CH3:3])[CH3:2]. The yield is 0.950. (5) The reactants are Cl[C:2]1[CH:7]=[C:6]([Cl:8])[N:5]=[CH:4][N:3]=1.[NH:9]1[CH:13]=[CH:12][N:11]=[CH:10]1.C(=O)([O-])[O-].[K+].[K+].O. The catalyst is CN(C=O)C. The product is [Cl:8][C:6]1[CH:7]=[C:2]([N:9]2[CH:13]=[CH:12][N:11]=[CH:10]2)[N:3]=[CH:4][N:5]=1. The yield is 0.630. (6) The reactants are [F:1][C:2]1[CH:11]=[C:10]2[C:5]([CH:6]=[C:7]([CH2:32][CH2:33][CH3:34])[C:8]([C:26]3[CH:31]=[CH:30][CH:29]=[CH:28][CH:27]=3)=[C:9]2[O:12][C:13]2[CH:18]=[CH:17][C:16](/[CH:19]=[CH:20]/[C:21]([O:23]CC)=[O:22])=[CH:15][CH:14]=2)=[CH:4][C:3]=1[O:35][CH3:36].[OH-].[Na+]. The catalyst is C1COCC1.CCO. The product is [F:1][C:2]1[CH:11]=[C:10]2[C:5]([CH:6]=[C:7]([CH2:32][CH2:33][CH3:34])[C:8]([C:26]3[CH:27]=[CH:28][CH:29]=[CH:30][CH:31]=3)=[C:9]2[O:12][C:13]2[CH:18]=[CH:17][C:16](/[CH:19]=[CH:20]/[C:21]([OH:23])=[O:22])=[CH:15][CH:14]=2)=[CH:4][C:3]=1[O:35][CH3:36]. The yield is 0.800. (7) The reactants are C(=O)([O-])O.[K+].BrC[CH2:8][CH:9]1[CH2:11][CH2:10]1.[C:12]([O:16][C:17](=[O:22])[NH:18][CH2:19][CH2:20][NH2:21])([CH3:15])([CH3:14])[CH3:13]. The product is [C:12]([O:16][C:17](=[O:22])[NH:18][CH2:19][CH2:20][NH:21][CH2:10][CH:11]1[CH2:8][CH2:9]1)([CH3:15])([CH3:13])[CH3:14]. The yield is 0.300. The catalyst is C1COCC1.